From a dataset of hERG Central: cardiac toxicity at 1µM, 10µM, and general inhibition. Predict hERG channel inhibition at various concentrations. The compound is Cc1noc(C)c1CSCC(=O)N1CCN(c2ccc([N+](=O)[O-])cc2)CC1. Results: hERG_inhib (hERG inhibition (general)): blocker.